This data is from Reaction yield outcomes from USPTO patents with 853,638 reactions. The task is: Predict the reaction yield, written as a fraction of the theoretical maximum amount of product (1.0 means a 100% yield; for example, 0.34 means a 34% yield). The reactants are CS(O[C@@H:6]([C:11]1[CH:16]=[CH:15][CH:14]=[CH:13][CH:12]=1)[C:7]([O:9][CH3:10])=[O:8])(=O)=O.[F:17][C:18]1[CH:24]=[CH:23][C:21]([NH2:22])=[CH:20][CH:19]=1. The catalyst is CC#N. The product is [CH3:10][O:9][C:7](=[O:8])[C@H:6]([NH:22][C:21]1[CH:23]=[CH:24][C:18]([F:17])=[CH:19][CH:20]=1)[C:11]1[CH:16]=[CH:15][CH:14]=[CH:13][CH:12]=1. The yield is 0.940.